Dataset: Forward reaction prediction with 1.9M reactions from USPTO patents (1976-2016). Task: Predict the product of the given reaction. (1) Given the reactants [O:1]=[S:2]1(=[O:16])[CH2:7][CH2:6][CH2:5][CH2:4][N:3]1[C:8]1[CH:15]=[CH:14][CH:13]=[CH:12][C:9]=1[C:10]#[N:11].[ClH:17], predict the reaction product. The product is: [ClH:17].[O:1]=[S:2]1(=[O:16])[CH2:7][CH2:6][CH2:5][CH2:4][N:3]1[C:8]1[CH:15]=[CH:14][CH:13]=[CH:12][C:9]=1[CH2:10][NH2:11]. (2) Given the reactants [C:1]([O:5][C:6]([N:8]1[CH2:13][CH2:12][CH:11]([NH:14][CH2:15][C:16]2[CH:21]=[CH:20][CH:19]=[CH:18][CH:17]=2)[CH2:10][CH2:9]1)=[O:7])([CH3:4])([CH3:3])[CH3:2].[C:22](O)(=[O:25])[CH:23]=[CH2:24].Cl.CN(C)CCCN=C=NCC, predict the reaction product. The product is: [C:1]([O:5][C:6]([N:8]1[CH2:13][CH2:12][CH:11]([N:14]([C:22](=[O:25])[CH:23]=[CH2:24])[CH2:15][C:16]2[CH:21]=[CH:20][CH:19]=[CH:18][CH:17]=2)[CH2:10][CH2:9]1)=[O:7])([CH3:4])([CH3:2])[CH3:3]. (3) Given the reactants [C:1]([C:3]1[CH:4]=[CH:5][C:6]([N:9]2[CH:14]3[CH2:15][CH2:16][CH:10]2[CH2:11][N:12]([C:17]([O:19][C:20]([CH3:23])([CH3:22])[CH3:21])=[O:18])[CH2:13]3)=[N:7][CH:8]=1)#[N:2].Cl.[NH2:25][OH:26].C(=O)([O-])[O-].[Na+].[Na+], predict the reaction product. The product is: [OH:26][NH:25][C:1]([C:3]1[CH:4]=[CH:5][C:6]([N:9]2[CH:10]3[CH2:16][CH2:15][CH:14]2[CH2:13][N:12]([C:17]([O:19][C:20]([CH3:23])([CH3:22])[CH3:21])=[O:18])[CH2:11]3)=[N:7][CH:8]=1)=[NH:2].